From a dataset of Forward reaction prediction with 1.9M reactions from USPTO patents (1976-2016). Predict the product of the given reaction. Given the reactants [CH3:1][O:2][C:3]([C:5]1[C:13]2[C:8](=[CH:9][C:10]([Cl:25])=[C:11]([C:14]3[C:15]([O:23][CH3:24])=[N:16][C:17]([N:20]([CH3:22])[CH3:21])=[CH:18][CH:19]=3)[CH:12]=2)[N:7](S(C2C=CC(C)=CC=2)(=O)=O)[CH:6]=1)=[O:4].[F-].C([N+](CCCC)(CCCC)CCCC)CCC, predict the reaction product. The product is: [CH3:1][O:2][C:3]([C:5]1[C:13]2[C:8](=[CH:9][C:10]([Cl:25])=[C:11]([C:14]3[C:15]([O:23][CH3:24])=[N:16][C:17]([N:20]([CH3:21])[CH3:22])=[CH:18][CH:19]=3)[CH:12]=2)[NH:7][CH:6]=1)=[O:4].